Dataset: Catalyst prediction with 721,799 reactions and 888 catalyst types from USPTO. Task: Predict which catalyst facilitates the given reaction. Reactant: Br[C:2]1[C:7]([CH3:8])=[CH:6][C:5]([O:9][CH2:10][CH2:11][C@H:12]([CH:14]2[CH2:19][CH2:18][N:17]([C:20]3[O:24][N:23]=[C:22]([CH:25]([CH3:27])[CH3:26])[N:21]=3)[CH2:16][CH2:15]2)[CH3:13])=[CH:4][N:3]=1.[C:28]([O:32][C:33](=[O:47])[NH:34][C@@H:35]1[C@@H:39]([N:40]2[CH2:45][CH2:44][CH2:43][CH2:42][C:41]2=[O:46])[CH2:38][NH:37][CH2:36]1)([CH3:31])([CH3:30])[CH3:29].CC(C)([O-])C.[Na+].C(N1CCN2CCN(CC(C)C)P1N(CC(C)C)CC2)C(C)C. Product: [C:28]([O:32][C:33](=[O:47])[NH:34][C@@H:35]1[C@@H:39]([N:40]2[CH2:45][CH2:44][CH2:43][CH2:42][C:41]2=[O:46])[CH2:38][N:37]([C:2]2[C:7]([CH3:8])=[CH:6][C:5]([O:9][CH2:10][CH2:11][C@H:12]([CH:14]3[CH2:19][CH2:18][N:17]([C:20]4[O:24][N:23]=[C:22]([CH:25]([CH3:27])[CH3:26])[N:21]=4)[CH2:16][CH2:15]3)[CH3:13])=[CH:4][N:3]=2)[CH2:36]1)([CH3:31])([CH3:29])[CH3:30]. The catalyst class is: 62.